Dataset: Experimental lipophilicity measurements (octanol/water distribution) for 4,200 compounds from AstraZeneca. Task: Regression/Classification. Given a drug SMILES string, predict its absorption, distribution, metabolism, or excretion properties. Task type varies by dataset: regression for continuous measurements (e.g., permeability, clearance, half-life) or binary classification for categorical outcomes (e.g., BBB penetration, CYP inhibition). For this dataset (lipophilicity_astrazeneca), we predict Y. (1) The compound is Cc1nc(CSc2ccc(Cl)cc2)cc(N2CCOCC2)n1. The Y is 3.38 logD. (2) The molecule is Nc1nc2ccc(F)cc2s1. The Y is 2.20 logD. (3) The compound is O=C(COCc1ccncc1)N1CCC(c2ccc(F)cc2Cl)CC1. The Y is 2.70 logD. (4) The compound is COC(=O)N1CCN(C(=O)Cc2ccc(Cl)c(Cl)c2)[C@H](CN2CCCC2)C1. The Y is 2.05 logD. (5) The molecule is CC(NC(=O)C1(N)CCN(c2ncnc3[nH]ccc23)CC1)c1ccccc1. The Y is 2.17 logD. (6) The drug is O=c1[nH]c(-c2ccc([N+](=O)[O-])cc2)nc2ccccc12. The Y is 2.50 logD. (7) The drug is Cc1cc(Nc2nc(N[C@@H](C)c3ncc(F)cn3)ncc2F)n[nH]1. The Y is 1.79 logD.